This data is from NCI-60 drug combinations with 297,098 pairs across 59 cell lines. The task is: Regression. Given two drug SMILES strings and cell line genomic features, predict the synergy score measuring deviation from expected non-interaction effect. (1) Drug 1: C1=CC(=C2C(=C1NCCNCCO)C(=O)C3=C(C=CC(=C3C2=O)O)O)NCCNCCO. Drug 2: C1=NC2=C(N1)C(=S)N=C(N2)N. Cell line: UO-31. Synergy scores: CSS=32.2, Synergy_ZIP=-10.00, Synergy_Bliss=-8.73, Synergy_Loewe=-3.04, Synergy_HSA=-1.25. (2) Drug 1: CC(C1=C(C=CC(=C1Cl)F)Cl)OC2=C(N=CC(=C2)C3=CN(N=C3)C4CCNCC4)N. Drug 2: B(C(CC(C)C)NC(=O)C(CC1=CC=CC=C1)NC(=O)C2=NC=CN=C2)(O)O. Cell line: HOP-92. Synergy scores: CSS=7.86, Synergy_ZIP=-3.25, Synergy_Bliss=-2.14, Synergy_Loewe=-2.11, Synergy_HSA=-1.38. (3) Drug 1: C1CCN(CC1)CCOC2=CC=C(C=C2)C(=O)C3=C(SC4=C3C=CC(=C4)O)C5=CC=C(C=C5)O. Drug 2: CC1=C(C(=O)C2=C(C1=O)N3CC4C(C3(C2COC(=O)N)OC)N4)N. Cell line: RXF 393. Synergy scores: CSS=10.9, Synergy_ZIP=-3.23, Synergy_Bliss=-3.05, Synergy_Loewe=-6.62, Synergy_HSA=-1.05. (4) Drug 1: C1=CC=C(C=C1)NC(=O)CCCCCCC(=O)NO. Drug 2: CNC(=O)C1=NC=CC(=C1)OC2=CC=C(C=C2)NC(=O)NC3=CC(=C(C=C3)Cl)C(F)(F)F. Cell line: MDA-MB-435. Synergy scores: CSS=10.0, Synergy_ZIP=-2.03, Synergy_Bliss=-1.71, Synergy_Loewe=-53.4, Synergy_HSA=-0.381. (5) Drug 1: CC1=C(C(CCC1)(C)C)C=CC(=CC=CC(=CC(=O)O)C)C. Drug 2: C1=CC=C(C(=C1)C(C2=CC=C(C=C2)Cl)C(Cl)Cl)Cl. Cell line: K-562. Synergy scores: CSS=31.4, Synergy_ZIP=6.16, Synergy_Bliss=8.86, Synergy_Loewe=0.0133, Synergy_HSA=6.05. (6) Drug 1: C1CCC(CC1)NC(=O)N(CCCl)N=O. Drug 2: CC1=CC=C(C=C1)C2=CC(=NN2C3=CC=C(C=C3)S(=O)(=O)N)C(F)(F)F. Cell line: UO-31. Synergy scores: CSS=8.80, Synergy_ZIP=-4.61, Synergy_Bliss=-3.39, Synergy_Loewe=-0.638, Synergy_HSA=-0.410. (7) Drug 1: C1CCC(CC1)NC(=O)N(CCCl)N=O. Drug 2: C1C(C(OC1N2C=C(C(=O)NC2=O)F)CO)O. Cell line: ACHN. Synergy scores: CSS=17.3, Synergy_ZIP=-15.0, Synergy_Bliss=-16.2, Synergy_Loewe=-11.3, Synergy_HSA=-11.1. (8) Drug 1: CC1OCC2C(O1)C(C(C(O2)OC3C4COC(=O)C4C(C5=CC6=C(C=C35)OCO6)C7=CC(=C(C(=C7)OC)O)OC)O)O. Drug 2: C1=CC=C(C=C1)NC(=O)CCCCCCC(=O)NO. Cell line: SF-268. Synergy scores: CSS=24.9, Synergy_ZIP=-4.94, Synergy_Bliss=0.614, Synergy_Loewe=-3.29, Synergy_HSA=1.10.